From a dataset of Catalyst prediction with 721,799 reactions and 888 catalyst types from USPTO. Predict which catalyst facilitates the given reaction. (1) Reactant: [CH2:1]([O:3][C:4](=[O:31])[CH:5](O)[CH2:6][C:7]1[CH:12]=[CH:11][C:10]([CH2:13][CH2:14][N:15]([C:23]([O:25][C:26]([CH3:29])([CH3:28])[CH3:27])=[O:24])[CH2:16][CH2:17][CH2:18][CH2:19][CH2:20][CH2:21][CH3:22])=[CH:9][CH:8]=1)[CH3:2].CS(Cl)(=O)=O.[CH3:37][CH:38]([SH:40])[CH3:39].CC(C)([O-])C.[K+].O1CCCC1.Cl. Product: [CH2:1]([O:3][C:4](=[O:31])[CH:5]([S:40][CH:38]([CH3:39])[CH3:37])[CH2:6][C:7]1[CH:12]=[CH:11][C:10]([CH2:13][CH2:14][N:15]([C:23]([O:25][C:26]([CH3:29])([CH3:28])[CH3:27])=[O:24])[CH2:16][CH2:17][CH2:18][CH2:19][CH2:20][CH2:21][CH3:22])=[CH:9][CH:8]=1)[CH3:2]. The catalyst class is: 298. (2) Reactant: [NH2:1][C:2]1[CH:3]=[CH:4][C:5]([O:29][CH3:30])=[C:6]([CH:28]=1)[CH2:7][N:8]1[CH2:13][CH2:12][C:11](=[O:14])[CH:10]([CH:15]([C:22]2[CH:27]=[CH:26][CH:25]=[CH:24][CH:23]=2)[C:16]2[CH:21]=[CH:20][CH:19]=[CH:18][CH:17]=2)[CH2:9]1.N1C=CC=CC=1.[C:37](OC(=O)C)(=[O:39])[CH3:38].C(OCC)(=O)C. Product: [CH:15]([CH:10]1[C:11](=[O:14])[CH2:12][CH2:13][N:8]([CH2:7][C:6]2[CH:28]=[C:2]([NH:1][C:37](=[O:39])[CH3:38])[CH:3]=[CH:4][C:5]=2[O:29][CH3:30])[CH2:9]1)([C:22]1[CH:27]=[CH:26][CH:25]=[CH:24][CH:23]=1)[C:16]1[CH:21]=[CH:20][CH:19]=[CH:18][CH:17]=1. The catalyst class is: 35.